Predict the reaction yield, written as a fraction of the theoretical maximum amount of product (1.0 means a 100% yield; for example, 0.34 means a 34% yield). From a dataset of Reaction yield outcomes from USPTO patents with 853,638 reactions. The reactants are [F:1][C:2]1[CH:7]=[C:6]([F:8])[CH:5]=[CH:4][C:3]=1[C:9]1[N:10]=[N:11][N:12]([CH:14]2[CH2:18][NH:17][CH:16]([C:19]([N:21]3[CH2:26][CH2:25][N:24]([C:27]4[CH:34]=[CH:33][CH:32]=[CH:31][C:28]=4[C:29]#[N:30])[CH2:23][CH2:22]3)=[O:20])[CH2:15]2)[N:13]=1.[CH:35]1([CH:41]=O)[CH2:40][CH2:39][CH2:38][CH2:37][CH2:36]1. No catalyst specified. The product is [CH:35]1([CH2:41][N:17]2[CH2:18][C@@H:14]([N:12]3[N:11]=[N:10][C:9]([C:3]4[CH:4]=[CH:5][C:6]([F:8])=[CH:7][C:2]=4[F:1])=[N:13]3)[CH2:15][C@H:16]2[C:19]([N:21]2[CH2:22][CH2:23][N:24]([C:27]3[CH:34]=[CH:33][CH:32]=[CH:31][C:28]=3[C:29]#[N:30])[CH2:25][CH2:26]2)=[O:20])[CH2:40][CH2:39][CH2:38][CH2:37][CH2:36]1. The yield is 0.117.